This data is from Catalyst prediction with 721,799 reactions and 888 catalyst types from USPTO. The task is: Predict which catalyst facilitates the given reaction. Reactant: [C:1]([O:5][C:6](=[O:23])[C:7](CC)([C:11]1[CH:12]=[N:13][C:14]([N+:18]([O-:20])=[O:19])=[CH:15][C:16]=1[CH3:17])C(O)=O)(C)(C)[CH3:2].[CH3:17][C:16]1[CH:15]=[C:14]([N+:18]([O-:20])=[O:19])[N:13]=[CH:12][C:11]=1[CH2:7][C:6]([O:5][CH2:1][CH3:2])=[O:23].FC(F)(F)S(O)(=O)=O. Product: [CH3:17][C:16]1[CH:15]=[C:14]([N+:18]([O-:20])=[O:19])[N:13]=[CH:12][C:11]=1[CH2:7][C:6]([O:5][CH2:1][CH3:2])=[O:23]. The catalyst class is: 2.